Task: Predict the reactants needed to synthesize the given product.. Dataset: Full USPTO retrosynthesis dataset with 1.9M reactions from patents (1976-2016) (1) Given the product [S:1]1[C:5]2[CH:6]=[CH:7][CH:8]=[CH:9][C:4]=2[N:3]=[C:2]1[C:10](=[C:13]([Cl:26])[C:14]1[CH:19]=[CH:18][C:17]([N+:20]([O-:22])=[O:21])=[CH:16][CH:15]=1)[C:11]#[N:12], predict the reactants needed to synthesize it. The reactants are: [S:1]1[C:5]2[CH:6]=[CH:7][CH:8]=[CH:9][C:4]=2[N:3]=[C:2]1[C:10](=[C:13](O)[C:14]1[CH:19]=[CH:18][C:17]([N+:20]([O-:22])=[O:21])=[CH:16][CH:15]=1)[C:11]#[N:12].O=P(Cl)(Cl)[Cl:26]. (2) Given the product [Cl:1][C:2]1[CH:3]=[CH:4][C:5]([C:8]([N:14]2[C:22]3[C:17](=[C:18]([NH:23][S:32]([CH3:31])(=[O:34])=[O:33])[CH:19]=[CH:20][CH:21]=3)[CH:16]=[CH:15]2)([CH2:12][CH3:13])[CH2:9][O:10][CH3:11])=[CH:6][CH:7]=1, predict the reactants needed to synthesize it. The reactants are: [Cl:1][C:2]1[CH:7]=[CH:6][C:5]([C:8]([N:14]2[C:22]3[CH:21]=[CH:20][CH:19]=[C:18]([NH2:23])[C:17]=3[CH:16]=[CH:15]2)([CH2:12][CH3:13])[CH2:9][O:10][CH3:11])=[CH:4][CH:3]=1.CN1CCOCC1.[CH3:31][S:32](Cl)(=[O:34])=[O:33]. (3) Given the product [CH2:31]([N:1]1[C:9]2[C:4](=[CH:5][C:6]([NH:10][C:11]3[C:20]4[C:15](=[CH:16][C:17]([O:29][CH3:30])=[CH:18][C:19]=4[O:21][CH:22]4[CH2:23][CH2:24][N:25]([CH3:28])[CH2:26][CH2:27]4)[N:14]=[CH:13][N:12]=3)=[CH:7][CH:8]=2)[CH:3]=[CH:2]1)[C:32]1[CH:37]=[CH:36][CH:35]=[CH:34][CH:33]=1, predict the reactants needed to synthesize it. The reactants are: [NH:1]1[C:9]2[C:4](=[CH:5][C:6]([NH:10][C:11]3[C:20]4[C:15](=[CH:16][C:17]([O:29][CH3:30])=[CH:18][C:19]=4[O:21][CH:22]4[CH2:27][CH2:26][N:25]([CH3:28])[CH2:24][CH2:23]4)[N:14]=[CH:13][N:12]=3)=[CH:7][CH:8]=2)[CH:3]=[CH:2]1.[CH2:31](Cl)[C:32]1[CH:37]=[CH:36][CH:35]=[CH:34][CH:33]=1.